From a dataset of Catalyst prediction with 721,799 reactions and 888 catalyst types from USPTO. Predict which catalyst facilitates the given reaction. (1) Reactant: C(O[C:4](=[C:11]1[C:19]2[C:14](=[CH:15][CH:16]=[C:17]([N+:20]([O-:22])=[O:21])[CH:18]=2)[NH:13][C:12]1=[O:23])[C:5]1[CH:10]=[CH:9][CH:8]=[CH:7][CH:6]=1)C.[CH2:24]([O:26][C:27]([CH2:29][NH:30][CH2:31][C:32]1[CH:33]=[C:34]([CH:36]=[CH:37][CH:38]=1)[NH2:35])=[O:28])[CH3:25]. Product: [CH2:24]([O:26][C:27]([CH2:29][NH:30][CH2:31][C:32]1[CH:33]=[C:34]([NH:35]/[C:4](=[C:11]2\[C:12](=[O:23])[NH:13][C:14]3[C:19]\2=[CH:18][C:17]([N+:20]([O-:22])=[O:21])=[CH:16][CH:15]=3)/[C:5]2[CH:10]=[CH:9][CH:8]=[CH:7][CH:6]=2)[CH:36]=[CH:37][CH:38]=1)=[O:28])[CH3:25]. The catalyst class is: 3. (2) The catalyst class is: 263. Reactant: CC1(C)C(C)(C)OB([C:9]2[CH:13]=[CH:12][N:11]([C:14]([C:27]3[CH:32]=[CH:31][CH:30]=[CH:29][CH:28]=3)([C:21]3[CH:26]=[CH:25][CH:24]=[CH:23][CH:22]=3)[C:15]3[CH:20]=[CH:19][CH:18]=[CH:17][CH:16]=3)[N:10]=2)O1.[Cl:34][C:35]1[N:36]=[N:37][C:38](Cl)=[CH:39][CH:40]=1.P([O-])([O-])([O-])=O.[K+].[K+].[K+].O1CCOCC1. Product: [Cl:34][C:35]1[N:36]=[N:37][C:38]([C:13]2[CH:9]=[N:10][N:11]([C:14]([C:21]3[CH:26]=[CH:25][CH:24]=[CH:23][CH:22]=3)([C:15]3[CH:16]=[CH:17][CH:18]=[CH:19][CH:20]=3)[C:27]3[CH:32]=[CH:31][CH:30]=[CH:29][CH:28]=3)[CH:12]=2)=[CH:39][CH:40]=1. (3) Product: [CH3:1][NH:2][C:3]1[C:4]([NH2:13])=[C:5]2[C:10](=[CH:11][CH:12]=1)[N:9]=[CH:8][CH:7]=[N:6]2. Reactant: [CH3:1][NH:2][C:3]1[C:4]([N+:13]([O-])=O)=[C:5]2[C:10](=[CH:11][CH:12]=1)[N:9]=[CH:8][CH:7]=[N:6]2.O.NN. The catalyst class is: 94. (4) Reactant: [CH2:1]([C@H:8]([NH:21][C:22]([C@@H:24]([NH:34][C:35]([C@@H:37]([NH:41][C:42]([CH:44]1[CH2:52][C:51]2[C:46](=[CH:47][CH:48]=[CH:49][CH:50]=2)[CH2:45]1)=[O:43])[CH2:38][O:39][CH3:40])=[O:36])[CH2:25][C:26]1[CH:31]=[CH:30][C:29]([O:32][CH3:33])=[CH:28][CH:27]=1)=[O:23])[CH:9]([C:11](=[O:20])[NH:12][CH2:13][C:14]1[CH:19]=[CH:18][CH:17]=[CH:16][CH:15]=1)[OH:10])[C:2]1[CH:7]=[CH:6][CH:5]=[CH:4][CH:3]=1.CC(OI1(OC(C)=O)(OC(C)=O)OC(=O)C2C=CC=CC1=2)=O. Product: [CH2:1]([C@H:8]([NH:21][C:22]([C@@H:24]([NH:34][C:35]([C@@H:37]([NH:41][C:42]([CH:44]1[CH2:45][C:46]2[C:51](=[CH:50][CH:49]=[CH:48][CH:47]=2)[CH2:52]1)=[O:43])[CH2:38][O:39][CH3:40])=[O:36])[CH2:25][C:26]1[CH:27]=[CH:28][C:29]([O:32][CH3:33])=[CH:30][CH:31]=1)=[O:23])[C:9]([C:11](=[O:20])[NH:12][CH2:13][C:14]1[CH:15]=[CH:16][CH:17]=[CH:18][CH:19]=1)=[O:10])[C:2]1[CH:7]=[CH:6][CH:5]=[CH:4][CH:3]=1. The catalyst class is: 4. (5) Reactant: C[O:2][C:3]([C:7]1[CH:12]=[CH:11][N:10]2[C:13]([C:16]3[CH:17]=[CH:18][C:19]([F:30])=[C:20]([C:22]4[C:23]([C:28]#[N:29])=[CH:24][CH:25]=[CH:26][CH:27]=4)[CH:21]=3)=[CH:14][N:15]=[C:9]2[N:8]=1)(OC)[CH3:4].C(=O)([O-])O.[Na+].C(OCC)C. Product: [C:3]([C:7]1[CH:12]=[CH:11][N:10]2[C:13]([C:16]3[CH:17]=[CH:18][C:19]([F:30])=[C:20]([C:22]4[C:23]([C:28]#[N:29])=[CH:24][CH:25]=[CH:26][CH:27]=4)[CH:21]=3)=[CH:14][N:15]=[C:9]2[N:8]=1)(=[O:2])[CH3:4]. The catalyst class is: 33. (6) Reactant: [OH-:1].[Na+].[F:3][C:4]1[CH:9]=[CH:8][C:7]([C:10]2[C:11]3[CH2:23][C:22]4[C:17](=[C:18]([O:24][CH3:25])[CH:19]=[CH:20][CH:21]=4)[C:12]=3[N:13]=[C:14]([NH2:16])[N:15]=2)=[CH:6][CH:5]=1. Product: [NH2:16][C:14]1[N:15]=[C:10]([C:7]2[CH:6]=[CH:5][C:4]([F:3])=[CH:9][CH:8]=2)[C:11]2[C:23](=[O:1])[C:22]3[C:17](=[C:18]([O:24][CH3:25])[CH:19]=[CH:20][CH:21]=3)[C:12]=2[N:13]=1. The catalyst class is: 37. (7) Reactant: [OH2:1].[NH2:2][NH2:3].F[C:5]1[CH:12]=[CH:11][C:10]([N+:13]([O-])=[O:14])=[CH:9][C:6]=1[C:7]#[N:8]. Product: [N+:13]([C:10]1[CH:9]=[C:6]2[C:5](=[CH:12][CH:11]=1)[NH:3][N:2]=[C:7]2[NH2:8])([O-:14])=[O:1]. The catalyst class is: 14. (8) Product: [CH2:10]([O:12][C:13](=[O:30])[CH2:14][C@H:15]([C@H:16]1[CH2:20][O:19][C:18]([CH3:22])([CH3:21])[N:17]1[C:23]([O:25][C:26]([CH3:29])([CH3:28])[CH3:27])=[O:24])[CH3:2])[CH3:11]. Reactant: [Li][CH3:2].[Li+].[Br-].C[Si](Cl)(C)C.[CH2:10]([O:12][C:13](=[O:30])/[CH:14]=[CH:15]/[C@H:16]1[CH2:20][O:19][C:18]([CH3:22])([CH3:21])[N:17]1[C:23]([O:25][C:26]([CH3:29])([CH3:28])[CH3:27])=[O:24])[CH3:11].[Cl-].[NH4+].[OH-].[NH4+]. The catalyst class is: 356. (9) Reactant: C([N:8]1[CH2:13][CH2:12][N:11]([C:14]2[N:19]=[C:18]([NH:20][C:21]3[CH:26]=[CH:25][C:24]([CH3:27])=[CH:23][CH:22]=3)[CH:17]=[C:16]([N:28]3[CH2:33][CH2:32][CH2:31][CH2:30][CH2:29]3)[N:15]=2)[CH2:10][CH2:9]1)C1C=CC=CC=1.C([O-])=O.[NH4+]. Product: [CH3:27][C:24]1[CH:23]=[CH:22][C:21]([NH:20][C:18]2[CH:17]=[C:16]([N:28]3[CH2:29][CH2:30][CH2:31][CH2:32][CH2:33]3)[N:15]=[C:14]([N:11]3[CH2:10][CH2:9][NH:8][CH2:13][CH2:12]3)[N:19]=2)=[CH:26][CH:25]=1. The catalyst class is: 19. (10) Reactant: [C:1]1([S:7]([NH2:10])(=[O:9])=[O:8])[CH:6]=[CH:5][CH:4]=[CH:3][CH:2]=1.[C:11]([C:15]1[N:20]=[C:19]([C:21]2[CH:26]=[CH:25][C:24]([CH3:27])=[CH:23][CH:22]=2)[C:18]([C:28](O)=[O:29])=[CH:17][CH:16]=1)([CH3:14])([CH3:13])[CH3:12].CN(C(ON1N=NC2C=CC=NC1=2)=[N+](C)C)C.F[P-](F)(F)(F)(F)F.C(=O)([O-])[O-].[K+].[K+]. Product: [C:1]1([S:7]([NH:10][C:28]([C:18]2[C:19]([C:21]3[CH:26]=[CH:25][C:24]([CH3:27])=[CH:23][CH:22]=3)=[N:20][C:15]([C:11]([CH3:14])([CH3:13])[CH3:12])=[CH:16][CH:17]=2)=[O:29])(=[O:9])=[O:8])[CH:6]=[CH:5][CH:4]=[CH:3][CH:2]=1. The catalyst class is: 9.